Dataset: TCR-epitope binding with 47,182 pairs between 192 epitopes and 23,139 TCRs. Task: Binary Classification. Given a T-cell receptor sequence (or CDR3 region) and an epitope sequence, predict whether binding occurs between them. The epitope is NLDSKVGGNY. The TCR CDR3 sequence is CASSHGPGTGELFF. Result: 0 (the TCR does not bind to the epitope).